Dataset: Catalyst prediction with 721,799 reactions and 888 catalyst types from USPTO. Task: Predict which catalyst facilitates the given reaction. (1) Reactant: [I:1][C:2]1[CH:7]=[CH:6][C:5]([OH:8])=[CH:4][CH:3]=1.Cl[C:10]1[CH:18]=[CH:17][C:13]([C:14]([NH2:16])=[O:15])=[CH:12][N:11]=1.C(=O)([O-])[O-].[K+].[K+].CC(N(C)C)=O. Product: [I:1][C:2]1[CH:7]=[CH:6][C:5]([O:8][C:10]2[CH:18]=[CH:17][C:13]([C:14]([NH2:16])=[O:15])=[CH:12][N:11]=2)=[CH:4][CH:3]=1. The catalyst class is: 6. (2) Reactant: Cl.Cl.[O:3]1[C:7]2[CH:8]=[CH:9][C:10]([C:12]3([CH2:18][CH2:19][N:20]4[CH:25]5[CH2:26][CH2:27][CH:21]4[CH2:22][CH:23]([N:28]4[C:32]6[CH:33]=[CH:34][CH:35]=[CH:36][C:31]=6[N:30]=[C:29]4[CH3:37])[CH2:24]5)[CH2:17][CH2:16][NH:15][CH2:14][CH2:13]3)=[CH:11][C:6]=2[O:5][CH2:4]1.C(N(CC)CC)C.[CH3:45][C:46]([CH3:51])([CH3:50])[C:47](Cl)=[O:48]. Product: [O:3]1[C:7]2[CH:8]=[CH:9][C:10]([C:12]3([CH2:18][CH2:19][N:20]4[C@H:25]5[CH2:26][CH2:27][C@@H:21]4[CH2:22][CH:23]([N:28]4[C:32]6[CH:33]=[CH:34][CH:35]=[CH:36][C:31]=6[N:30]=[C:29]4[CH3:37])[CH2:24]5)[CH2:13][CH2:14][N:15]([C:47](=[O:48])[C:46]([CH3:51])([CH3:50])[CH3:45])[CH2:16][CH2:17]3)=[CH:11][C:6]=2[O:5][CH2:4]1. The catalyst class is: 4. (3) Reactant: [Br:1][C:2]1[C:3]([CH:12]2[CH2:14][CH2:13]2)=[N:4][C:5]([OH:11])=[C:6]([C:9]=1[CH3:10])[C:7]#[N:8].C(N(CC)CC)C.[F:22][C:23]([F:36])([F:35])[S:24](O[S:24]([C:23]([F:36])([F:35])[F:22])(=[O:26])=[O:25])(=[O:26])=[O:25]. Product: [F:22][C:23]([F:36])([F:35])[S:24]([O:11][C:5]1[C:6]([C:7]#[N:8])=[C:9]([CH3:10])[C:2]([Br:1])=[C:3]([CH:12]2[CH2:14][CH2:13]2)[N:4]=1)(=[O:26])=[O:25]. The catalyst class is: 64.